This data is from Full USPTO retrosynthesis dataset with 1.9M reactions from patents (1976-2016). The task is: Predict the reactants needed to synthesize the given product. Given the product [CH3:32][O:31][C:28]1[N:27]=[CH:26][C:25]([NH:24][C:17]2[C:16]([C:11]3[N:12]=[C:13]([CH3:15])[N:14]=[C:9]([NH2:8])[N:10]=3)=[CH:23][C:20]([CH2:21][N:44]3[CH2:49][CH2:48][CH2:47][CH2:46][CH2:45]3)=[CH:19][N:18]=2)=[CH:30][CH:29]=1, predict the reactants needed to synthesize it. The reactants are: COC1C=CC(C[N:8](CC2C=CC(OC)=CC=2)[C:9]2[N:14]=[C:13]([CH3:15])[N:12]=[C:11]([C:16]3[C:17]([NH:24][C:25]4[CH:26]=[N:27][C:28]([O:31][CH3:32])=[CH:29][CH:30]=4)=[N:18][CH:19]=[C:20]([CH:23]=3)[CH:21]=O)[N:10]=2)=CC=1.[NH:44]1[CH2:49][CH2:48][CH2:47][CH2:46][CH2:45]1.